Task: Predict the product of the given reaction.. Dataset: Forward reaction prediction with 1.9M reactions from USPTO patents (1976-2016) (1) Given the reactants C(/N=[CH:6]/[C:7]1[C:12]([CH2:13][CH3:14])=[CH:11][CH:10]=[CH:9][C:8]=1Cl)CCC.[CH:16]1([Mg]Br)[CH2:18][CH2:17]1.[O:21]1CCCC1, predict the reaction product. The product is: [CH:16]1([C:8]2[CH:9]=[CH:10][CH:11]=[C:12]([CH2:13][CH3:14])[C:7]=2[CH:6]=[O:21])[CH2:18][CH2:17]1. (2) The product is: [F:1][C:2]1[CH:7]=[C:6]([N:19]2[CH2:24][CH2:23][O:22][CH2:21][CH2:20]2)[CH:5]=[C:4]([F:9])[C:3]=1[N+:10]([O-:12])=[O:11]. Given the reactants [F:1][C:2]1[CH:7]=[C:6](F)[CH:5]=[C:4]([F:9])[C:3]=1[N+:10]([O-:12])=[O:11].C(=O)([O-])[O-].[K+].[K+].[NH:19]1[CH2:24][CH2:23][O:22][CH2:21][CH2:20]1, predict the reaction product. (3) Given the reactants [Cl:1][C:2]1[N:7]=[C:6]([C:8]([OH:10])=O)[CH:5]=[C:4]([N:11]2[CH2:16][CH2:15][O:14][CH2:13][CH2:12]2)[N:3]=1.CN(C(ON1N=NC2C=CC=CC1=2)=[N+](C)C)C.F[P-](F)(F)(F)(F)F.C(N(C(C)C)CC)(C)C.[N:50]1([CH2:56][CH2:57][O:58][C:59]2[C:68]3[C:63](=[CH:64][CH:65]=[CH:66][CH:67]=3)[C:62]([NH2:69])=[CH:61][CH:60]=2)[CH2:55][CH2:54][O:53][CH2:52][CH2:51]1, predict the reaction product. The product is: [N:50]1([CH2:56][CH2:57][O:58][C:59]2[C:68]3[C:63](=[CH:64][CH:65]=[CH:66][CH:67]=3)[C:62]([NH:69][C:8]([C:6]3[CH:5]=[C:4]([N:11]4[CH2:16][CH2:15][O:14][CH2:13][CH2:12]4)[N:3]=[C:2]([Cl:1])[N:7]=3)=[O:10])=[CH:61][CH:60]=2)[CH2:55][CH2:54][O:53][CH2:52][CH2:51]1. (4) Given the reactants [CH:1]1[C:2](/[CH:8]=[CH:9]/[C:10]([CH2:12][C:13](/[CH:15]=[CH:16]/[C:17]2[CH:22]=[CH:21][C:20]([OH:23])=[CH:19][CH:18]=2)=[O:14])=[O:11])=[CH:3][CH:4]=[C:5]([OH:7])[CH:6]=1, predict the reaction product. The product is: [OH:11][C:10]([CH2:9][CH2:8][C:2]1[CH:3]=[CH:4][C:5]([OH:7])=[CH:6][CH:1]=1)=[CH:12][C:13](=[O:14])[CH2:15][CH2:16][C:17]1[CH:22]=[CH:21][C:20]([OH:23])=[CH:19][CH:18]=1. (5) Given the reactants [Cl:1][C:2]1[C:7]([F:8])=[C:6]([CH3:9])[C:5](I)=[CH:4][N:3]=1.O1CCCC1.[B:16]([O:25][CH:26]([CH3:28])[CH3:27])([O:21][CH:22]([CH3:24])[CH3:23])OC(C)C, predict the reaction product. The product is: [Cl:1][C:2]1[C:7]([F:8])=[C:6]([CH3:9])[C:5]([B:16]2[O:21][C:22]([CH3:23])([CH3:24])[C:26]([CH3:27])([CH3:28])[O:25]2)=[CH:4][N:3]=1. (6) Given the reactants Cl.[CH3:2][C@@H:3]1[CH2:8][CH2:7][C@@H:6]([O:9][C:10]2[CH:15]=[C:14]([C:16]([F:19])([F:18])[F:17])[CH:13]=[CH:12][N:11]=2)[CH2:5][N:4]1[C:20]([O:22]C(C)(C)C)=O.[N:27]1[N:28]([C:32]2[CH:40]=[CH:39][CH:38]=[CH:37][C:33]=2C(O)=O)[N:29]=[N:30][CH:31]=1.C(Cl)CCl.ON1C2C=CC=CC=2N=N1.C(N(CC)CC)C, predict the reaction product. The product is: [CH3:2][C@H:3]1[N:4]([C:20]([C:33]2[CH:37]=[CH:38][CH:39]=[CH:40][C:32]=2[N:28]2[N:29]=[N:30][CH:31]=[N:27]2)=[O:22])[CH2:5][C@H:6]([O:9][C:10]2[CH:15]=[C:14]([C:16]([F:17])([F:18])[F:19])[CH:13]=[CH:12][N:11]=2)[CH2:7][CH2:8]1.